The task is: Regression. Given two drug SMILES strings and cell line genomic features, predict the synergy score measuring deviation from expected non-interaction effect.. This data is from NCI-60 drug combinations with 297,098 pairs across 59 cell lines. (1) Drug 1: CCC1=C2CN3C(=CC4=C(C3=O)COC(=O)C4(CC)O)C2=NC5=C1C=C(C=C5)O. Drug 2: CC1=C(C(=O)C2=C(C1=O)N3CC4C(C3(C2COC(=O)N)OC)N4)N. Cell line: SN12C. Synergy scores: CSS=47.7, Synergy_ZIP=-1.23, Synergy_Bliss=-0.342, Synergy_Loewe=1.29, Synergy_HSA=3.46. (2) Drug 1: CS(=O)(=O)C1=CC(=C(C=C1)C(=O)NC2=CC(=C(C=C2)Cl)C3=CC=CC=N3)Cl. Drug 2: CC1=C(C=C(C=C1)NC2=NC=CC(=N2)N(C)C3=CC4=NN(C(=C4C=C3)C)C)S(=O)(=O)N.Cl. Cell line: MDA-MB-435. Synergy scores: CSS=-3.27, Synergy_ZIP=10.8, Synergy_Bliss=14.4, Synergy_Loewe=7.02, Synergy_HSA=6.31.